Dataset: NCI-60 drug combinations with 297,098 pairs across 59 cell lines. Task: Regression. Given two drug SMILES strings and cell line genomic features, predict the synergy score measuring deviation from expected non-interaction effect. Drug 1: C1=C(C(=O)NC(=O)N1)N(CCCl)CCCl. Drug 2: CC1=CC=C(C=C1)C2=CC(=NN2C3=CC=C(C=C3)S(=O)(=O)N)C(F)(F)F. Cell line: RXF 393. Synergy scores: CSS=15.0, Synergy_ZIP=-5.27, Synergy_Bliss=-3.01, Synergy_Loewe=-6.67, Synergy_HSA=-2.22.